Dataset: Forward reaction prediction with 1.9M reactions from USPTO patents (1976-2016). Task: Predict the product of the given reaction. (1) Given the reactants [F:1][C:2]1[CH:3]=[C:4]2[C:9](=[C:10]([F:12])[CH:11]=1)[O:8][CH2:7][C@H:6]([N:13]1C(CC(OCC)=O)=CNC1=S)[CH2:5]2.C([O-])=[O:26].[NH4+].[ClH:29], predict the reaction product. The product is: [ClH:29].[NH2:13][C@@H:6]1[CH:5]([OH:26])[C:4]2[C:9](=[C:10]([F:12])[CH:11]=[C:2]([F:1])[CH:3]=2)[O:8][CH2:7]1. (2) Given the reactants [C:1]([C:5]1[C:6]([Cl:28])=[C:7]([C:11]2[NH:15][C:14]3[C:16]([Cl:27])=[CH:17][C:18]([C:20]4[CH:25]=[CH:24][CH:23]=[CH:22][C:21]=4[F:26])=[CH:19][C:13]=3[N:12]=2)[N:8]([CH3:10])[N:9]=1)([CH3:4])([CH3:3])[CH3:2].Cl, predict the reaction product. The product is: [ClH:27].[C:1]([C:5]1[C:6]([Cl:28])=[C:7]([C:11]2[NH:15][C:14]3[CH:16]=[CH:17][C:18]([C:20]4[CH:25]=[CH:24][CH:23]=[CH:22][C:21]=4[F:26])=[CH:19][C:13]=3[N:12]=2)[N:8]([CH3:10])[N:9]=1)([CH3:4])([CH3:2])[CH3:3]. (3) Given the reactants [Br:1][C:2]1[CH:7]=[CH:6][CH:5]=[CH:4][C:3]=1[C:8]1[NH:9][CH:10]=[CH:11][N:12]=1.CN(C=O)C.[H-].[Na+].[CH3:20][Si:21]([CH3:28])([CH3:27])[CH2:22][CH2:23][O:24][CH2:25]Cl, predict the reaction product. The product is: [Br:1][C:2]1[CH:7]=[CH:6][CH:5]=[CH:4][C:3]=1[C:8]1[N:12]([CH2:25][O:24][CH2:23][CH2:22][Si:21]([CH3:28])([CH3:27])[CH3:20])[CH:11]=[CH:10][N:9]=1. (4) Given the reactants [H-].[Na+].[CH2:3]([OH:7])[C:4]#[C:5][CH3:6].Cl[C:9]1[CH:14]=[C:13]([O:15][CH:16]([CH3:22])[CH2:17][C:18]([CH3:21])([CH3:20])[CH3:19])[N:12]=[CH:11][N:10]=1.[Cl-].[NH4+], predict the reaction product. The product is: [CH2:3]([O:7][C:9]1[CH:14]=[C:13]([O:15][CH:16]([CH3:22])[CH2:17][C:18]([CH3:21])([CH3:20])[CH3:19])[N:12]=[CH:11][N:10]=1)[C:4]#[C:5][CH3:6].